This data is from Reaction yield outcomes from USPTO patents with 853,638 reactions. The task is: Predict the reaction yield, written as a fraction of the theoretical maximum amount of product (1.0 means a 100% yield; for example, 0.34 means a 34% yield). (1) The reactants are [F:1][C:2]1[CH:7]=[CH:6][CH:5]=[CH:4][C:3]=1[CH2:8][C:9]([OH:11])=[O:10].[C:12]1([C@@H:18](O)[CH3:19])[CH:17]=[CH:16][CH:15]=[CH:14][CH:13]=1.CCN=C=NCCCN(C)C. The catalyst is CN(C1C=CN=CC=1)C.C(Cl)Cl. The product is [F:1][C:2]1[CH:7]=[CH:6][CH:5]=[CH:4][C:3]=1[CH2:8][C:9]([O:11][C@H:18]([C:12]1[CH:17]=[CH:16][CH:15]=[CH:14][CH:13]=1)[CH3:19])=[O:10]. The yield is 0.920. (2) The reactants are [H-].[Al+3].[Li+].[H-].[H-].[H-].O1CCCC1.[CH:12]12[O:18][CH:15]([CH:16]=[CH:17]1)[CH2:14][CH:13]2[C:19](OC)=[O:20].[OH-].[Na+]. The catalyst is O. The product is [OH:20][CH2:19][CH:13]1[CH2:14][CH:15]2[O:18][CH:12]1[CH:17]=[CH:16]2. The yield is 0.950. (3) The reactants are [Cl:1][C:2]1[CH:3]=[C:4]([CH:7]=[CH:8][C:9]=1[N:10]1[C:18]2[C:13](=[CH:14][CH:15]=[CH:16][CH:17]=2)[CH:12]=[CH:11]1)[C:5]#[N:6].[C:19](O[C:19](=[O:23])[CH:20]([CH3:22])[CH3:21])(=[O:23])[CH:20]([CH3:22])[CH3:21].[O-]S(C(F)(F)F)(=O)=O.[Yb+3].[O-]S(C(F)(F)F)(=O)=O.[O-]S(C(F)(F)F)(=O)=O. The catalyst is [N+](C)([O-])=O. The product is [Cl:1][C:2]1[CH:3]=[C:4]([CH:7]=[CH:8][C:9]=1[N:10]1[C:18]2[C:13](=[CH:14][CH:15]=[CH:16][CH:17]=2)[C:12]([C:19](=[O:23])[CH:20]([CH3:22])[CH3:21])=[CH:11]1)[C:5]#[N:6]. The yield is 0.320.